This data is from TCR-epitope binding with 47,182 pairs between 192 epitopes and 23,139 TCRs. The task is: Binary Classification. Given a T-cell receptor sequence (or CDR3 region) and an epitope sequence, predict whether binding occurs between them. (1) The epitope is AVFDRKSDAK. The TCR CDR3 sequence is CSAPTGTNEKLFF. Result: 1 (the TCR binds to the epitope). (2) The epitope is GTITVEELK. The TCR CDR3 sequence is CASSPRVLRANEKLFF. Result: 1 (the TCR binds to the epitope). (3) The TCR CDR3 sequence is CSGRSKGAVNEKLFF. Result: 1 (the TCR binds to the epitope). The epitope is TPRVTGGGAM. (4) The epitope is FRYMNSQGL. The TCR CDR3 sequence is CASFLNTEAFF. Result: 0 (the TCR does not bind to the epitope). (5) The TCR CDR3 sequence is CATLDRPYEQYF. Result: 0 (the TCR does not bind to the epitope). The epitope is SEISMDNSPNL. (6) The epitope is TEKSNIIRGW. The TCR CDR3 sequence is CASSPTRGGTDTQYF. Result: 1 (the TCR binds to the epitope). (7) The epitope is YIFFASFYY. The TCR CDR3 sequence is CATSDLGTSQGYTF. Result: 1 (the TCR binds to the epitope). (8) The epitope is HTTDPSFLGRY. The TCR CDR3 sequence is CASSYPELTDTQYF. Result: 1 (the TCR binds to the epitope).